Dataset: Catalyst prediction with 721,799 reactions and 888 catalyst types from USPTO. Task: Predict which catalyst facilitates the given reaction. Reactant: N[C:2]1C=CC(CC(N)=O)=CC=1.[NH2:12][C:13]1[CH:18]=[CH:17][C:16]([CH2:19][C:20]([OH:22])=[O:21])=[CH:15][CH:14]=1.[S:23](=[O:27])(=[O:26])([OH:25])[OH:24]. Product: [S:23]([OH:27])([OH:26])(=[O:25])=[O:24].[NH2:12][C:13]1[CH:14]=[CH:15][C:16]([CH2:19][C:20]([O:22][CH3:2])=[O:21])=[CH:17][CH:18]=1. The catalyst class is: 5.